From a dataset of TCR-epitope binding with 47,182 pairs between 192 epitopes and 23,139 TCRs. Binary Classification. Given a T-cell receptor sequence (or CDR3 region) and an epitope sequence, predict whether binding occurs between them. The epitope is RQLLFVVEV. The TCR CDR3 sequence is CASSSRDHGYEQYF. Result: 0 (the TCR does not bind to the epitope).